This data is from Full USPTO retrosynthesis dataset with 1.9M reactions from patents (1976-2016). The task is: Predict the reactants needed to synthesize the given product. (1) Given the product [Cl:30][C:15]1[N:14]=[C:13]([NH:12][C@H:9]2[CH2:10][CH2:11][C@H:6]([NH:5][C:3](=[O:4])[CH2:2][NH:37][CH:31]3[CH2:36][CH2:35][CH2:34][CH2:33][CH2:32]3)[CH2:7][CH2:8]2)[CH:18]=[C:17]([C:19]2[C:27]3[C:22](=[N:23][CH:24]=[C:25]([O:28][CH3:29])[CH:26]=3)[NH:21][CH:20]=2)[CH:16]=1, predict the reactants needed to synthesize it. The reactants are: Cl[CH2:2][C:3]([NH:5][C@H:6]1[CH2:11][CH2:10][C@H:9]([NH:12][C:13]2[CH:18]=[C:17]([C:19]3[C:27]4[C:22](=[N:23][CH:24]=[C:25]([O:28][CH3:29])[CH:26]=4)[NH:21][CH:20]=3)[CH:16]=[C:15]([Cl:30])[N:14]=2)[CH2:8][CH2:7]1)=[O:4].[CH:31]1([NH2:37])[CH2:36][CH2:35][CH2:34][CH2:33][CH2:32]1.C(N(CC)CC)C. (2) Given the product [CH2:11]([O:13][C:14]([C:16]1[CH:20]=[C:19]([C:4]([C:3]2[C:2]([Cl:1])=[N:10][CH:9]=[CH:8][CH:7]=2)=[O:5])[NH:18][CH:17]=1)=[O:15])[CH3:12], predict the reactants needed to synthesize it. The reactants are: [Cl:1][C:2]1[N:10]=[CH:9][CH:8]=[CH:7][C:3]=1[C:4](Cl)=[O:5].[CH2:11]([O:13][C:14]([C:16]1[CH:20]=[CH:19][NH:18][CH:17]=1)=[O:15])[CH3:12].[Sn](Cl)(Cl)(Cl)Cl.Cl. (3) Given the product [CH2:34]([O:38][C:6]1[N:14]=[C:13]2[C:9]([N:10]=[C:11]([O:24][CH3:25])[N:12]2[CH2:15][CH2:16][CH2:17][CH2:18][CH:19]2[CH2:23][CH2:22][CH2:21][O:20]2)=[C:8]([NH2:26])[N:7]=1)[CH2:35][CH2:36][CH3:37], predict the reactants needed to synthesize it. The reactants are: C(N[C:6]1[N:14]=[C:13]2[C:9]([N:10]=[C:11]([O:24][CH3:25])[N:12]2[CH2:15][CH2:16][CH2:17][CH2:18][CH:19]2[CH2:23][CH2:22][CH2:21][O:20]2)=[C:8]([NH2:26])[N:7]=1)CCC.FC(F)(F)C(O)=O.[CH2:34]([O:38]C1NC(N)=C2C(N=1)=NC(OC)=N2)[CH2:35][CH2:36][CH3:37].BrCCCCC1CCCO1. (4) Given the product [Si:1]([O:8][CH2:9][CH2:10][CH2:11][CH2:12][O:13][C:14]1[CH:15]=[C:16]([CH2:33][CH2:34][CH2:35][OH:36])[CH:17]=[C:18]([O:20][CH2:21][CH2:22][CH2:23][CH2:24][O:25][Si:26]([C:29]([CH3:31])([CH3:30])[CH3:32])([CH3:28])[CH3:27])[CH:19]=1)([C:4]([CH3:5])([CH3:6])[CH3:7])([CH3:3])[CH3:2], predict the reactants needed to synthesize it. The reactants are: [Si:1]([O:8][CH2:9][CH2:10][CH2:11][CH2:12][O:13][C:14]1[CH:15]=[C:16]([CH:33]=[CH:34][C:35](OC)=[O:36])[CH:17]=[C:18]([O:20][CH2:21][CH2:22][CH2:23][CH2:24][O:25][Si:26]([C:29]([CH3:32])([CH3:31])[CH3:30])([CH3:28])[CH3:27])[CH:19]=1)([C:4]([CH3:7])([CH3:6])[CH3:5])([CH3:3])[CH3:2].[H-].[Al+3].[Li+].[H-].[H-].[H-]. (5) Given the product [C:1]1([C:28]2[CH:33]=[CH:32][CH:31]=[CH:30][CH:29]=2)[CH:6]=[CH:5][CH:4]=[C:3]([NH:7][C:8](=[O:27])[CH2:9][CH2:10][CH2:11][CH2:12][CH2:13][NH:14][C:15](=[S:43])[CH2:16][O:17][CH2:18][C:19]2[CH:24]=[CH:23][C:22]([F:25])=[CH:21][CH:20]=2)[CH:2]=1, predict the reactants needed to synthesize it. The reactants are: [C:1]1([C:28]2[CH:33]=[CH:32][CH:31]=[CH:30][CH:29]=2)[CH:6]=[CH:5][CH:4]=[C:3]([NH:7][C:8](=[O:27])[CH2:9][CH2:10][CH2:11][CH2:12][CH2:13][NH:14][C:15](=O)[CH2:16][O:17][CH2:18][C:19]2[CH:24]=[CH:23][C:22]([F:25])=[CH:21][CH:20]=2)[CH:2]=1.COC1C=CC(P2(SP(C3C=CC(OC)=CC=3)(=S)S2)=[S:43])=CC=1. (6) Given the product [N:42]1([CH2:47][CH2:48][NH:49][C:50]([C:52]2[CH:57]=[CH:56][C:55]([NH:58][C:59]3[N:60]=[CH:61][C:62]([NH:65][C:14](=[O:16])[C:13]4[CH:17]=[C:9]([NH:8][C:6](=[O:7])[C:5]5[CH:19]=[CH:20][CH:21]=[C:3]([C:2]([F:1])([F:23])[F:22])[CH:4]=5)[CH:10]=[CH:11][C:12]=4[CH3:18])=[CH:63][N:64]=3)=[CH:54][N:53]=2)=[O:51])[CH2:46][CH2:45][CH2:44][CH2:43]1, predict the reactants needed to synthesize it. The reactants are: [F:1][C:2]([F:23])([F:22])[C:3]1[CH:4]=[C:5]([CH:19]=[CH:20][CH:21]=1)[C:6]([NH:8][C:9]1[CH:10]=[CH:11][C:12]([CH3:18])=[C:13]([CH:17]=1)[C:14]([OH:16])=O)=[O:7].ClC1N=C(OC)N=C(OC)N=1.CN1CCOCC1.[N:42]1([CH2:47][CH2:48][NH:49][C:50]([C:52]2[CH:57]=[CH:56][C:55]([NH:58][C:59]3[N:64]=[CH:63][C:62]([NH2:65])=[CH:61][N:60]=3)=[CH:54][N:53]=2)=[O:51])[CH2:46][CH2:45][CH2:44][CH2:43]1. (7) Given the product [F:30][C:2]1([F:1])[CH2:7][CH2:6][N:5]([C:8]([C:10]2[N:11]([CH2:34][C:35]#[N:36])[C:12]3[C:17]([CH:18]=2)=[CH:16][C:15]([C:19]([N:21]2[CH2:22][CH2:23][N:24]([CH:27]([CH3:28])[CH3:29])[CH2:25][CH2:26]2)=[O:20])=[CH:14][CH:13]=3)=[O:9])[CH2:4][CH2:3]1, predict the reactants needed to synthesize it. The reactants are: [F:1][C:2]1([F:30])[CH2:7][CH2:6][N:5]([C:8]([C:10]2[NH:11][C:12]3[C:17]([CH:18]=2)=[CH:16][C:15]([C:19]([N:21]2[CH2:26][CH2:25][N:24]([CH:27]([CH3:29])[CH3:28])[CH2:23][CH2:22]2)=[O:20])=[CH:14][CH:13]=3)=[O:9])[CH2:4][CH2:3]1.[H-].[Na+].Br[CH2:34][C:35]#[N:36]. (8) Given the product [C:1]([C:5]1[CH:11]=[CH:10][C:8]2[N+:9]([O-:20])=[N:15][C:16]([NH2:17])=[N:12][C:7]=2[CH:6]=1)([CH3:4])([CH3:3])[CH3:2], predict the reactants needed to synthesize it. The reactants are: [C:1]([C:5]1[CH:11]=[CH:10][C:8]([NH2:9])=[C:7]([N+:12]([O-])=O)[CH:6]=1)([CH3:4])([CH3:3])[CH3:2].[N:15]#[C:16][NH2:17].[CH]Cl.[OH-:20].[Na+]. (9) Given the product [CH2:1]([O:8][N:9]1[C:15](=[O:16])[N:14]2[CH2:17][C@H:10]1[CH2:11][CH2:12][C@H:13]2[C:18]([NH:43][O:44][CH2:45][CH2:46][NH:47][C:48](=[O:54])[O:49][C:50]([CH3:52])([CH3:51])[CH3:53])=[O:20])[C:2]1[CH:3]=[CH:4][CH:5]=[CH:6][CH:7]=1, predict the reactants needed to synthesize it. The reactants are: [CH2:1]([O:8][N:9]1[C:15](=[O:16])[N:14]2[CH2:17][C@H:10]1[CH2:11][CH2:12][C@H:13]2[C:18]([OH:20])=O)[C:2]1[CH:7]=[CH:6][CH:5]=[CH:4][CH:3]=1.Cl.C(N=C=NCCCN(C)C)C.ON1C2C=CC=CC=2N=N1.[NH2:43][O:44][CH2:45][CH2:46][NH:47][C:48](=[O:54])[O:49][C:50]([CH3:53])([CH3:52])[CH3:51].